This data is from Full USPTO retrosynthesis dataset with 1.9M reactions from patents (1976-2016). The task is: Predict the reactants needed to synthesize the given product. (1) Given the product [NH2:13][C:8]1[CH:7]=[C:6]2[C:11](=[C:10]([F:12])[CH:9]=1)[N:3]([CH2:1][CH3:2])[C:4](=[O:16])[CH2:5]2, predict the reactants needed to synthesize it. The reactants are: [CH2:1]([N:3]1[C:11]2[C:6](=[CH:7][C:8]([N+:13]([O-])=O)=[CH:9][C:10]=2[F:12])[CH2:5][C:4]1=[O:16])[CH3:2].[Cl-].[NH4+]. (2) The reactants are: [CH2:1]([O:8][C@@H:9]1[C@@H:14]([O:15][CH2:16][C:17]2[CH:22]=[CH:21][CH:20]=[CH:19][CH:18]=2)[C@H:13]([O:23][CH2:24][C:25]2[CH:30]=[CH:29][CH:28]=[CH:27][CH:26]=2)[C@@H:12]([CH2:31][O:32][CH2:33][C:34]2[CH:39]=[CH:38][CH:37]=[CH:36][CH:35]=2)[O:11][C@H:10]1[N:40]1[C:48]2[C:43](=[C:44]([CH3:49])[CH:45]=[CH:46][CH:47]=2)[C:42]([CH2:50][C:51]2[CH:56]=[CH:55][C:54](/[CH:57]=[CH:58]/[CH2:59][C:60]([OH:62])=[O:61])=[CH:53][CH:52]=2)=[CH:41]1)[C:2]1[CH:7]=[CH:6][CH:5]=[CH:4][CH:3]=1.C1(N=C=N[CH:72]2[CH2:77][CH2:76]CCC2)CCCCC1. Given the product [CH2:1]([O:8][C@@H:9]1[C@@H:14]([O:15][CH2:16][C:17]2[CH:22]=[CH:21][CH:20]=[CH:19][CH:18]=2)[C@H:13]([O:23][CH2:24][C:25]2[CH:30]=[CH:29][CH:28]=[CH:27][CH:26]=2)[C@@H:12]([CH2:31][O:32][CH2:33][C:34]2[CH:39]=[CH:38][CH:37]=[CH:36][CH:35]=2)[O:11][C@H:10]1[N:40]1[C:48]2[C:43](=[C:44]([CH3:49])[CH:45]=[CH:46][CH:47]=2)[C:42]([CH2:50][C:51]2[CH:56]=[CH:55][C:54](/[CH:57]=[CH:58]/[CH2:59][C:60]([O:62][CH2:14][C@@H:9]3[CH2:10][O:11][C:77]([CH3:76])([CH3:72])[O:8]3)=[O:61])=[CH:53][CH:52]=2)=[CH:41]1)[C:2]1[CH:3]=[CH:4][CH:5]=[CH:6][CH:7]=1, predict the reactants needed to synthesize it. (3) Given the product [CH3:17][C:9]1[N:8]=[C:7]([C:1]#[N:2])[CH:12]=[C:11]([C:13]([F:16])([F:15])[F:14])[CH:10]=1, predict the reactants needed to synthesize it. The reactants are: [CH3:1][N:2](C)C=O.Cl[C:7]1[CH:12]=[C:11]([C:13]([F:16])([F:15])[F:14])[CH:10]=[C:9]([CH3:17])[N:8]=1.